Dataset: Reaction yield outcomes from USPTO patents with 853,638 reactions. Task: Predict the reaction yield, written as a fraction of the theoretical maximum amount of product (1.0 means a 100% yield; for example, 0.34 means a 34% yield). (1) The yield is 0.160. The product is [OH:17][CH2:16][CH2:15][C:12]1[N:13]=[CH:14][C:9]([NH:8][C:6](=[O:7])[O:5][C:1]([CH3:3])([CH3:2])[CH3:4])=[N:10][CH:11]=1. The reactants are [C:1]([O:5][C:6]([NH:8][C:9]1[N:10]=[CH:11][C:12]([CH2:15][C:16](OC)=[O:17])=[N:13][CH:14]=1)=[O:7])([CH3:4])([CH3:3])[CH3:2].[H-].[H-].[H-].[H-].[Li+].[Al+3].CO. The catalyst is C1COCC1. (2) The product is [C:28]([OH:27])(=[O:29])[C:30]1[CH:5]=[CH:4][CH:3]=[CH:2][CH:1]=1. The yield is 0.940. The catalyst is CN(C=O)C.O=[Os](=O)(=O)=O. The reactants are [C:1](OC)(=O)[CH:2]=[CH:3][C:4]1C=CC=C[CH:5]=1.OOS([O-])=O.[K+].[O-]S([O-])=O.[Na+].[Na+].CC[O:27][C:28]([CH3:30])=[O:29]. (3) The reactants are Br.Br[CH2:3][C:4]1[N:5]=[C:6]2[C:11](=[N:12][CH:13]=1)[N:10]=[C:9]([NH2:14])[N:8]=[C:7]2[NH2:15].[NH2:16][CH2:17][C:18]1[C:27]2[C:22](=[CH:23][CH:24]=[CH:25][CH:26]=2)[CH:21]=[CH:20][CH:19]=1.C(=O)(O)[O-]. The catalyst is CN(C)C(=O)C. The product is [NH2:14][C:9]1[N:8]=[C:7]([NH2:15])[C:6]2[C:11](=[N:12][CH:13]=[C:4]([CH2:3][C:17]([CH2:3][C:4]3[N:5]=[C:6]4[C:11](=[N:12][CH:13]=3)[N:10]=[C:9]([NH2:14])[N:8]=[C:7]4[NH2:15])([NH2:16])[C:18]3[C:27]4[C:22](=[CH:23][CH:24]=[CH:25][CH:26]=4)[CH:21]=[CH:20][CH:19]=3)[N:5]=2)[N:10]=1. The yield is 0.150. (4) The catalyst is CO. The yield is 0.850. The product is [CH3:20][S:17]([C:8]1[CH:7]=[C:6]([CH:11]=[C:10]([N:12]([CH3:16])[CH2:13][CH2:14][CH3:15])[N:9]=1)[C:5]([OH:21])=[O:4])(=[O:19])=[O:18]. The reactants are [OH-].[Na+].C[O:4][C:5](=[O:21])[C:6]1[CH:11]=[C:10]([N:12]([CH3:16])[CH2:13][CH2:14][CH3:15])[N:9]=[C:8]([S:17]([CH3:20])(=[O:19])=[O:18])[CH:7]=1.Cl. (5) The reactants are [SH:1][C:2]1[N:7]=[C:6]([OH:8])[CH:5]=[C:4]([C:9]([F:12])([F:11])[F:10])[N:3]=1.C(=O)([O-])[O-].[K+].[K+].Br[CH2:20][C:21]1[C:22]([CH2:28][CH3:29])=[N:23][CH:24]=[CH:25][C:26]=1[Cl:27]. The catalyst is CN(C=O)C. The product is [Cl:27][C:26]1[CH:25]=[CH:24][N:23]=[C:22]([CH2:28][CH3:29])[C:21]=1[CH2:20][S:1][C:2]1[N:7]=[C:6]([OH:8])[CH:5]=[C:4]([C:9]([F:12])([F:10])[F:11])[N:3]=1. The yield is 0.250. (6) The reactants are [C:1]([O:5][C:6](=[O:22])[NH:7][CH2:8][C@@H:9]1[CH2:11][C@H:10]1[C:12]1[CH:17]=[C:16]([O:18]C)[CH:15]=[CH:14][C:13]=1[O:20]C)([CH3:4])([CH3:3])[CH3:2].B(Br)(Br)Br.CC(OC(OC(OC(C)(C)C)=O)=O)(C)C.C(N(CC)CC)C.C([O-])(O)=O.[Na+]. The catalyst is C(Cl)Cl. The product is [C:1]([O:5][C:6](=[O:22])[NH:7][CH2:8][C@@H:9]1[CH2:11][C@H:10]1[C:12]1[CH:17]=[C:16]([OH:18])[CH:15]=[CH:14][C:13]=1[OH:20])([CH3:4])([CH3:2])[CH3:3]. The yield is 0.668. (7) The reactants are [CH3:1][N:2]1[CH:10]=[C:9]2[C:4]([C:5]([C:12]#[N:13])=[CH:6][CH:7]=[C:8]2[CH3:11])=[N:3]1. The catalyst is CO.N.[Ni]. The product is [CH3:1][N:2]1[CH:10]=[C:9]2[C:4]([C:5]([CH2:12][NH2:13])=[CH:6][CH:7]=[C:8]2[CH3:11])=[N:3]1. The yield is 1.00. (8) The reactants are [Br:1][C:2]1[N:3]=[C:4]([C:7]([NH:9][C@@H:10]([CH3:15])[C:11]([F:14])([F:13])[F:12])=O)[S:5][CH:6]=1.COC1C=CC(P2(SP(C3C=CC(OC)=CC=3)(=S)S2)=[S:25])=CC=1. The catalyst is C1(C)C=CC=CC=1. The product is [Br:1][C:2]1[N:3]=[C:4]([C:7](=[S:25])[NH:9][C@@H:10]([CH3:15])[C:11]([F:14])([F:13])[F:12])[S:5][CH:6]=1. The yield is 0.880. (9) The reactants are [F:1][C:2]1[C:10]2[C:5](=[CH:6][CH:7]=[C:8]([CH:11]3[CH2:16][CH2:15][N:14]([CH2:17][CH2:18][N:19](C)[C:20](=O)OC(C)(C)C)[CH2:13][CH2:12]3)[CH:9]=2)[NH:4][C:3]=1[C:28]1[CH:33]=[CH:32][CH:31]=[CH:30][C:29]=1[NH:34][S:35]([CH3:38])(=[O:37])=[O:36].C(O)(C(F)(F)F)=O. The catalyst is ClC(Cl)C. The product is [F:1][C:2]1[C:10]2[C:5](=[CH:6][CH:7]=[C:8]([CH:11]3[CH2:16][CH2:15][N:14]([CH2:17][CH2:18][NH:19][CH3:20])[CH2:13][CH2:12]3)[CH:9]=2)[NH:4][C:3]=1[C:28]1[CH:33]=[CH:32][CH:31]=[CH:30][C:29]=1[NH:34][S:35]([CH3:38])(=[O:37])=[O:36]. The yield is 0.420. (10) The yield is 0.614. The catalyst is CO.O. The reactants are C([O:3][C:4](=O)[CH2:5][C:6]([C@H:8]1[CH2:13][CH2:12][N:11]([C:14]([O:16][CH3:17])=[O:15])[C@@H:10]([CH2:18][C:19]2[CH:24]=[CH:23][C:22]([O:25][C:26]([F:29])([F:28])[F:27])=[CH:21][CH:20]=2)[CH2:9]1)=[O:7])C.[OH-].[Na+].[NH2:33]O.Cl. The product is [O:3]=[C:4]1[CH:5]=[C:6]([C@H:8]2[CH2:13][CH2:12][N:11]([C:14]([O:16][CH3:17])=[O:15])[C@@H:10]([CH2:18][C:19]3[CH:24]=[CH:23][C:22]([O:25][C:26]([F:29])([F:28])[F:27])=[CH:21][CH:20]=3)[CH2:9]2)[O:7][NH:33]1.